This data is from Drug-target binding data from BindingDB using IC50 measurements. The task is: Regression. Given a target protein amino acid sequence and a drug SMILES string, predict the binding affinity score between them. We predict pIC50 (pIC50 = -log10(IC50 in M); higher means more potent). Dataset: bindingdb_ic50. (1) The small molecule is CC(C)CCC[C@@H](C)[C@H]1CC[C@@]2(C(C)O)C3=CCC4C(C)(C)[C@@H](O)CC[C@]4(C)C3CC[C@]12C. The target protein (Q64654) has sequence MVLLGLLQSGGSVLGQAMEQVTGGNLLSTLLIACAFTLSLVYLFRLAVGHMVQLPAGAKSPPYIYSPIPFLGHAIAFGKSPIEFLENAYEKYGPVFSFTMVGKTFTYLLGSDAAALLFNSKNEDLNAEEVYGRLTTPVFGKGVAYDVPNAVFLEQKKILKSGLNIAHFKQYVSIIEKEAKEYFKSWGESGERNVFEALSELIILTASHCLHGKEIRSQLNEKVAQLYADLDGGFSHAAWLLPGWLPLPSFRRRDRAHREIKNIFYKAIQKRRLSKEPAEDILQTLLDSTYKDGRPLTDDEIAGMLIGLLLAGQHTSSTTSAWMGFFLARDKPLQDKCYLEQKTVCGEDLPPLTYEQLKDLNLLDRCIKETLRLRPPIMTMMRMAKTPQTVAGYTIPPGHQVCVSPTVNQRLKDSWVERLDFNPDRYLQDNPASGEKFAYVPFGAGRHRCIGENFAYVQIKTIWSTMLRLYEFDLINGYFPSVNYTTMIHTPENPVIRYKR.... The pIC50 is 6.5. (2) The compound is CN(CCc1ccc([N+](=O)[O-])cc1)Cc1cc([N+](=O)[O-])ccc1O. The target protein (P30307) has sequence MSTELFSSTREEGSSGSGPSFRSNQRKMLNLLLERDTSFTVCPDVPRTPVGKFLGDSANLSILSGGTPKRCLDLSNLSSGEITATQLTTSADLDETGHLDSSGLQEVHLAGMNHDQHLMKCSPAQLLCSTPNGLDRGHRKRDAMCSSSANKENDNGNLVDSEMKYLGSPITTVPKLDKNPNLGEDQAEEISDELMEFSLKDQEAKVSRSGLYRSPSMPENLNRPRLKQVEKFKDNTIPDKVKKKYFSGQGKLRKGLCLKKTVSLCDITITQMLEEDSNQGHLIGDFSKVCALPTVSGKHQDLKYVNPETVAALLSGKFQGLIEKFYVIDCRYPYEYLGGHIQGALNLYSQEELFNFFLKKPIVPLDTQKRIIIVFHCEFSSERGPRMCRCLREEDRSLNQYPALYYPELYILKGGYRDFFPEYMELCEPQSYCPMHHQDHKTELLRCRSQSKVQEGERQLREQIALLVKDMSP. The pIC50 is 4.1.